From a dataset of Full USPTO retrosynthesis dataset with 1.9M reactions from patents (1976-2016). Predict the reactants needed to synthesize the given product. (1) Given the product [F:7][C:8]1[CH:32]=[C:31]([F:33])[CH:30]=[CH:29][C:9]=1[O:10][C:11]1[N:16]=[C:15]2[N:17]([CH2:21][O:22][CH2:23][CH2:24][Si:25]([CH3:28])([CH3:27])[CH3:26])[N:18]=[C:19]([CH:1]=[CH:40][C:34]3[CH:39]=[CH:38][CH:37]=[CH:36][CH:35]=3)[C:14]2=[CH:13][N:12]=1, predict the reactants needed to synthesize it. The reactants are: [C:1](=O)([O-])[O-].[K+].[K+].[F:7][C:8]1[CH:32]=[C:31]([F:33])[CH:30]=[CH:29][C:9]=1[O:10][C:11]1[N:16]=[C:15]2[N:17]([CH2:21][O:22][CH2:23][CH2:24][Si:25]([CH3:28])([CH3:27])[CH3:26])[N:18]=[C:19](I)[C:14]2=[CH:13][N:12]=1.[C:34]1([CH3:40])[CH:39]=[CH:38][CH:37]=[CH:36][CH:35]=1. (2) Given the product [C:16]1([NH:15][C:12]2[CH:13]=[CH:14][C:9]([NH:8][C:4]3[N:5]=[CH:6][N:7]=[C:2]([NH:25][CH2:24][CH2:22][OH:23])[CH:3]=3)=[CH:10][CH:11]=2)[CH:21]=[CH:20][CH:19]=[CH:18][CH:17]=1, predict the reactants needed to synthesize it. The reactants are: Cl[C:2]1[N:7]=[CH:6][N:5]=[C:4]([NH:8][C:9]2[CH:14]=[CH:13][C:12]([NH:15][C:16]3[CH:21]=[CH:20][CH:19]=[CH:18][CH:17]=3)=[CH:11][CH:10]=2)[CH:3]=1.[CH2:22]([CH2:24][NH2:25])[OH:23].CCN(C(C)C)C(C)C. (3) Given the product [CH2:1]([NH:5][CH2:6][P:7]([OH:10])([OH:9])=[O:8])[C:2]([OH:4])=[O:3], predict the reactants needed to synthesize it. The reactants are: [CH2:1]([NH:5][CH2:6][P:7]([OH:10])([OH:9])=[O:8])[C:2]([OH:4])=[O:3].C(N)(C)C.[Si](O)(O)(O)O. (4) Given the product [CH3:1][O:2][C:3]([C:5]1[C:14]([OH:15])=[C:13]2[C:8]([CH:9]=[CH:10][C:11](=[O:23])[N:12]2[CH2:16][C:17]2[CH:22]=[CH:21][CH:20]=[CH:19][CH:18]=2)=[C:7]([Br:24])[N:6]=1)=[O:4], predict the reactants needed to synthesize it. The reactants are: [CH3:1][O:2][C:3]([C:5]1[C:14]([OH:15])=[C:13]2[C:8]([CH:9]=[CH:10][C:11](=[O:23])[N:12]2[CH2:16][C:17]2[CH:22]=[CH:21][CH:20]=[CH:19][CH:18]=2)=[CH:7][N:6]=1)=[O:4].[Br:24]N1C(=O)CCC1=O. (5) The reactants are: Cl[C:2]1[CH:11]=[CH:10][C:9]2[C:4](=[CH:5][CH:6]=[CH:7][C:8]=2[O:12][CH2:13][C:14]2[CH:19]=[CH:18][C:17]([F:20])=[CH:16][CH:15]=2)[N:3]=1.[CH3:21][O:22][C:23]1[CH:30]=[CH:29][CH:28]=[CH:27][C:24]=1[CH2:25][NH2:26]. Given the product [F:20][C:17]1[CH:18]=[CH:19][C:14]([CH2:13][O:12][C:8]2[CH:7]=[CH:6][CH:5]=[C:4]3[C:9]=2[CH:10]=[CH:11][C:2]([NH:26][CH2:25][C:24]2[CH:27]=[CH:28][CH:29]=[CH:30][C:23]=2[O:22][CH3:21])=[N:3]3)=[CH:15][CH:16]=1, predict the reactants needed to synthesize it. (6) The reactants are: [N+:1]([C:4]1[CH:9]=[CH:8][CH:7]=[CH:6][C:5]=1[C:10]1[C:11]2[NH:15][C:14]([C:16]([C:52]3[CH:57]=[CH:56][CH:55]=[CH:54][C:53]=3[N+:58]([O-])=O)=[C:17]3[N:51]=[C:20]([C:21]([C:42]4[CH:47]=[CH:46][CH:45]=[CH:44][C:43]=4[N+:48]([O-])=O)=[C:22]4[NH:41][C:25](=[C:26]([C:32]5[CH:37]=[CH:36][CH:35]=[CH:34][C:33]=5[N+:38]([O-])=O)[C:27]5[CH:28]=[CH:29][C:30]=1[N:31]=5)[CH:24]=[CH:23]4)[CH:19]=[CH:18]3)=[CH:13][CH:12]=2)([O-])=O.O.O.[Sn](Cl)Cl.N. Given the product [NH2:58][C:53]1[CH:54]=[CH:55][CH:56]=[CH:57][C:52]=1[C:16]1[C:14]2[NH:15][C:11]([C:10]([C:5]3[CH:6]=[CH:7][CH:8]=[CH:9][C:4]=3[NH2:1])=[C:30]3[N:31]=[C:27]([C:26]([C:32]4[CH:37]=[CH:36][CH:35]=[CH:34][C:33]=4[NH2:38])=[C:25]4[NH:41][C:22](=[C:21]([C:42]5[CH:47]=[CH:46][CH:45]=[CH:44][C:43]=5[NH2:48])[C:20]5[CH:19]=[CH:18][C:17]=1[N:51]=5)[CH:23]=[CH:24]4)[CH:28]=[CH:29]3)=[CH:12][CH:13]=2, predict the reactants needed to synthesize it. (7) Given the product [C:21]([O:20][C:18]([N:12]1[CH2:13][C:14]([F:16])([F:17])[CH2:15][C@H:11]1[CH2:9][OH:8])=[O:19])([CH3:24])([CH3:23])[CH3:22], predict the reactants needed to synthesize it. The reactants are: [H-].[Al+3].[Li+].[H-].[H-].[H-].C[O:8][C:9]([C@@H:11]1[CH2:15][C:14]([F:17])([F:16])[CH2:13][N:12]1[C:18]([O:20][C:21]([CH3:24])([CH3:23])[CH3:22])=[O:19])=O. (8) Given the product [CH:1]([O:4][C:5]([N:7]1[CH2:12][CH2:11][CH:10]([O:13][C:14]2[N:19]=[CH:18][N:17]=[C:16]3[N:20]([C:23]4[CH:28]=[CH:27][C:26]([NH:34][CH2:31][CH2:32][CH3:33])=[CH:25][C:24]=4[CH3:30])[N:21]=[CH:22][C:15]=23)[CH2:9][CH2:8]1)=[O:6])([CH3:3])[CH3:2], predict the reactants needed to synthesize it. The reactants are: [CH:1]([O:4][C:5]([N:7]1[CH2:12][CH2:11][CH:10]([O:13][C:14]2[N:19]=[CH:18][N:17]=[C:16]3[N:20]([C:23]4[CH:28]=[CH:27][C:26](I)=[CH:25][C:24]=4[CH3:30])[N:21]=[CH:22][C:15]=23)[CH2:9][CH2:8]1)=[O:6])([CH3:3])[CH3:2].[CH2:31]([NH2:34])[CH2:32][CH3:33].N1CCC[C@H]1C(O)=O.C(=O)([O-])[O-].[K+].[K+]. (9) Given the product [CH3:8][O:7][C:5]([CH:4]1[C:3](=[O:2])[O:17][CH:10]2[CH2:14][O:13][CH:12]([O:11][CH3:18])[CH:9]12)=[O:6], predict the reactants needed to synthesize it. The reactants are: C[O:2][C:3](=[O:17])[C:4](=[CH:9][CH:10]1[CH2:14][O:13][C:12](C)(C)[O:11]1)[C:5]([O:7][CH3:8])=[O:6].[CH3:18]O. (10) Given the product [Cl:1][C:2]1[N:3]=[C:4]([NH:22][C:25]2[CH:26]=[C:27]([CH:37]=[CH:38][CH:39]=2)[CH2:28][NH:29][C:30](=[O:36])[O:31][C:32]([CH3:35])([CH3:34])[CH3:33])[C:5]2[CH:10]=[CH:9][N:8]([S:11]([C:14]3[CH:20]=[CH:19][C:17]([CH3:18])=[CH:16][CH:15]=3)(=[O:13])=[O:12])[C:6]=2[N:7]=1, predict the reactants needed to synthesize it. The reactants are: [Cl:1][C:2]1[N:3]=[C:4](Cl)[C:5]2[CH:10]=[CH:9][N:8]([S:11]([C:14]3[CH:20]=[CH:19][C:17]([CH3:18])=[CH:16][CH:15]=3)(=[O:13])=[O:12])[C:6]=2[N:7]=1.[N+:22]([C:25]1[CH:26]=[C:27]([CH:37]=[CH:38][CH:39]=1)[CH2:28][NH:29][C:30](=[O:36])[O:31][C:32]([CH3:35])([CH3:34])[CH3:33])([O-])=O.O.CCOC(C)=O.